Dataset: Reaction yield outcomes from USPTO patents with 853,638 reactions. Task: Predict the reaction yield, written as a fraction of the theoretical maximum amount of product (1.0 means a 100% yield; for example, 0.34 means a 34% yield). (1) The reactants are [C:1]1([N:11]2[C:23]3[CH:22]=[CH:21][CH:20]=[CH:19][C:18]=3[C:17]3[C:12]2=[CH:13][CH:14]=[CH:15][CH:16]=3)[C:10]2[C:5](=[CH:6][CH:7]=[CH:8][CH:9]=2)[CH:4]=[CH:3][CH:2]=1.[Br:24]N1C(=O)CCC1=O. The catalyst is C1(C)C=CC=CC=1.C(OCC)(=O)C. The product is [Br:24][C:20]1[CH:21]=[CH:22][C:23]2[N:11]([C:1]3[C:10]4[C:5](=[CH:6][CH:7]=[CH:8][CH:9]=4)[CH:4]=[CH:3][CH:2]=3)[C:12]3[C:17]([C:18]=2[CH:19]=1)=[CH:16][CH:15]=[CH:14][CH:13]=3. The yield is 0.990. (2) The reactants are [I:1][C:2]1[CH:3]=[C:4]([CH:7]=[CH:8][C:9]=1[O:10][CH:11]([CH3:13])[CH3:12])[C:5]#[N:6].Cl.[NH2:15][OH:16].CCN(C(C)C)C(C)C. The catalyst is CCO. The product is [OH:16][NH:15][C:5](=[NH:6])[C:4]1[CH:7]=[CH:8][C:9]([O:10][CH:11]([CH3:12])[CH3:13])=[C:2]([I:1])[CH:3]=1. The yield is 0.950. (3) The product is [C:17]([O:21][C:22](=[O:23])[C:24]1[CH:25]=[CH:26][CH:27]=[C:28]([C:2]2[C:7]([CH3:8])=[CH:6][CH:5]=[CH:4][N:3]=2)[CH:29]=1)([CH3:20])([CH3:18])[CH3:19]. The yield is 0.820. The catalyst is C1(C)C=CC=CC=1.C1C=CC(P(C2C=CC=CC=2)[C-]2C=CC=C2)=CC=1.C1C=CC(P(C2C=CC=CC=2)[C-]2C=CC=C2)=CC=1.Cl[Pd]Cl.[Fe+2].O. The reactants are Br[C:2]1[C:7]([CH3:8])=[CH:6][CH:5]=[CH:4][N:3]=1.C([O-])([O-])=O.[K+].[K+].N#N.[C:17]([O:21][C:22]([C:24]1[CH:25]=[C:26](B(O)O)[CH:27]=[CH:28][CH:29]=1)=[O:23])([CH3:20])([CH3:19])[CH3:18].C(Cl)Cl.CS(O)(=O)=O.[OH-].[Na+]. (4) The product is [O:29]([C:27]1[N:26]=[CH:25][N:24]=[C:23]([NH:20][C:21]2[O:13][C@:5]3([CH2:4][N:3]=2)[CH:10]2[CH2:9][CH2:8][N:7]([CH2:12][CH2:11]2)[CH2:6]3)[CH:28]=1)[C:30]1[CH:31]=[CH:32][CH:33]=[CH:34][CH:35]=1. The catalyst is CN(C)C=O. The yield is 0.482. The reactants are Cl.Cl.[NH2:3][CH2:4][C@@:5]1([OH:13])[CH:10]2[CH2:11][CH2:12][N:7]([CH2:8][CH2:9]2)[CH2:6]1.C([O-])([O-])=O.[Cs+].[Cs+].[N:20]([C:23]1[CH:28]=[C:27]([O:29][C:30]2[CH:35]=[CH:34][CH:33]=[CH:32][CH:31]=2)[N:26]=[CH:25][N:24]=1)=[C:21]=S.C(N=C=NC(C)C)(C)C. (5) The reactants are Br[C:2]1[CH:10]=[C:9]2[C:5]([CH2:6][C:7]3([CH2:19][C:14]4[CH:15]=[N:16][N:17]=[CH:18][C:13]=4[CH2:12]3)[C:8]2=[O:11])=[CH:4][CH:3]=1.[C:20]([C:22]1[CH:23]=[C:24](B(O)O)[CH:25]=[CH:26][CH:27]=1)#[N:21].C([O-])([O-])=O.[Cs+].[Cs+].O1CCOCC1. The catalyst is C(Cl)Cl.Cl[Pd](Cl)([P](C1C=CC=CC=1)(C1C=CC=CC=1)C1C=CC=CC=1)[P](C1C=CC=CC=1)(C1C=CC=CC=1)C1C=CC=CC=1.O. The product is [O:11]=[C:8]1[C:9]2[C:5](=[CH:4][CH:3]=[C:2]([C:26]3[CH:27]=[C:22]([CH:23]=[CH:24][CH:25]=3)[C:20]#[N:21])[CH:10]=2)[CH2:6][C:7]21[CH2:19][C:14]1[CH:15]=[N:16][N:17]=[CH:18][C:13]=1[CH2:12]2. The yield is 0.600. (6) The reactants are [CH3:1][O:2][C:3](=[O:29])[CH2:4][CH2:5][CH2:6]/[CH:7]=[CH:8]\[CH2:9][C@H:10]1[C:14](=[O:15])[CH:13]=[CH:12][C@@H:11]1/[CH:16]=[CH:17]/[C@@H:18]([OH:28])[CH2:19][CH2:20][C:21]1[S:22][C:23]([CH3:27])=[C:24]([Br:26])[CH:25]=1.N1C(C)=CC=CC=1C.[Si:38](OS(C(F)(F)F)(=O)=O)([C:41]([CH3:44])([CH3:43])[CH3:42])([CH3:40])[CH3:39].C([O-])(O)=O.[Na+]. The catalyst is ClCCl. The product is [CH3:1][O:2][C:3](=[O:29])[CH2:4][CH2:5][CH2:6]/[CH:7]=[CH:8]\[CH2:9][C@H:10]1[C:14](=[O:15])[CH:13]=[CH:12][C@@H:11]1/[CH:16]=[CH:17]/[C@@H:18]([O:28][Si:38]([C:41]([CH3:44])([CH3:43])[CH3:42])([CH3:40])[CH3:39])[CH2:19][CH2:20][C:21]1[S:22][C:23]([CH3:27])=[C:24]([Br:26])[CH:25]=1. The yield is 0.900. (7) The reactants are C([O:4][C@H:5]1[CH2:9][C@H:8]([N:10]2[C:14]3[N:15]=[CH:16][N:17]=[C:18]([NH:19][C@@H:20]4[C:28]5[C:23](=[CH:24][CH:25]=[CH:26][CH:27]=5)[CH2:22][CH2:21]4)[C:13]=3[CH:12]=[CH:11]2)[CH2:7][C@H:6]1[CH2:29][O:30][S:31]([NH2:34])(=[O:33])=[O:32])(=O)C. The catalyst is N.CO. The product is [S:31](=[O:33])(=[O:32])([O:30][CH2:29][C@@H:6]1[CH2:7][C@@H:8]([N:10]2[C:14]3[N:15]=[CH:16][N:17]=[C:18]([NH:19][C@@H:20]4[C:28]5[C:23](=[CH:24][CH:25]=[CH:26][CH:27]=5)[CH2:22][CH2:21]4)[C:13]=3[CH:12]=[CH:11]2)[CH2:9][C@@H:5]1[OH:4])[NH2:34]. The yield is 0.900. (8) The product is [Cl:19][C:20]([Cl:25])([Cl:24])[C:21]([NH:1][C:2]1[CH:7]=[CH:6][C:5]([C:8]([F:9])([F:10])[F:11])=[C:4]([Cl:12])[CH:3]=1)=[O:22]. The catalyst is ClCCl. The yield is 0.690. The reactants are [NH2:1][C:2]1[CH:7]=[CH:6][C:5]([C:8]([F:11])([F:10])[F:9])=[C:4]([Cl:12])[CH:3]=1.N1C=CC=CC=1.[Cl:19][C:20]([Cl:25])([Cl:24])[C:21](Cl)=[O:22]. (9) The reactants are [NH:1]1[C:5]2=[N:6][CH:7]=[CH:8][CH:9]=[C:4]2[CH:3]=[CH:2]1.ClC1C=CC=C(C(OO)=[O:18])C=1.O. The catalyst is COCCOC. The product is [NH:1]1[C:5]2=[N+:6]([O-:18])[CH:7]=[CH:8][CH:9]=[C:4]2[CH:3]=[CH:2]1. The yield is 0.410.